Dataset: Peptide-MHC class II binding affinity with 134,281 pairs from IEDB. Task: Regression. Given a peptide amino acid sequence and an MHC pseudo amino acid sequence, predict their binding affinity value. This is MHC class II binding data. (1) The peptide sequence is VDGIIAAYQNPASWK. The MHC is DRB1_1101 with pseudo-sequence DRB1_1101. The binding affinity (normalized) is 0.539. (2) The peptide sequence is HLKELIARNTWTLKKL. The binding affinity (normalized) is 0.0206. The MHC is DRB1_0301 with pseudo-sequence DRB1_0301.